This data is from Reaction yield outcomes from USPTO patents with 853,638 reactions. The task is: Predict the reaction yield, written as a fraction of the theoretical maximum amount of product (1.0 means a 100% yield; for example, 0.34 means a 34% yield). The reactants are [CH3:1][C:2]1[N:6]=[CH:5][NH:4][N:3]=1.F[C:8]1[CH:13]=[C:12]([F:14])[C:11]([N+:15]([O-:17])=[O:16])=[CH:10][C:9]=1[O:18][CH3:19].C(=O)([O-])[O-].[K+].[K+].O. The catalyst is CS(C)=O. The product is [F:14][C:12]1[C:11]([N+:15]([O-:17])=[O:16])=[CH:10][C:9]([O:18][CH3:19])=[C:8]([N:4]2[CH:5]=[N:6][C:2]([CH3:1])=[N:3]2)[CH:13]=1. The yield is 0.180.